This data is from Forward reaction prediction with 1.9M reactions from USPTO patents (1976-2016). The task is: Predict the product of the given reaction. (1) Given the reactants [CH2:1]([NH:8][C:9]1[CH:14]=[CH:13][C:12]([C:15]([N:17]2[CH2:22][CH2:21][O:20][CH:19]([C:23]3[CH:28]=[CH:27][CH:26]=[CH:25][CH:24]=3)[CH2:18]2)=[O:16])=[CH:11][CH:10]=1)[C:2]1[CH:7]=[CH:6][CH:5]=[CH:4][CH:3]=1.[CH3:29][N:30]([CH3:35])[S:31](Cl)(=[O:33])=[O:32], predict the reaction product. The product is: [CH2:1]([N:8]([C:9]1[CH:10]=[CH:11][C:12]([C:15]([N:17]2[CH2:22][CH2:21][O:20][CH:19]([C:23]3[CH:28]=[CH:27][CH:26]=[CH:25][CH:24]=3)[CH2:18]2)=[O:16])=[CH:13][CH:14]=1)[S:31]([N:30]([CH3:35])[CH3:29])(=[O:33])=[O:32])[C:2]1[CH:3]=[CH:4][CH:5]=[CH:6][CH:7]=1. (2) Given the reactants Br[C:2]1[CH:3]=[C:4]([CH2:23]/[CH:24]=[CH:25]/[CH3:26])[C:5]([O:19][CH2:20][CH2:21][CH3:22])=[C:6]([NH:8][C:9]([NH:11][C:12]2[CH:17]=[CH:16][C:15]([CH3:18])=[CH:14][CH:13]=2)=[O:10])[CH:7]=1.[C:27]([C:30]1[CH:35]=[CH:34][CH:33]=[CH:32][C:31]=1B(O)O)([OH:29])=[O:28].BrC1C=C(C(C2C=CC=CC=2)C=C)C(OCCC)=C(NC(NC2C=CC(C)=CC=2)=O)C=1, predict the reaction product. The product is: [CH2:23]([C:4]1[CH:3]=[C:2]([C:31]2[C:30]([C:27]([OH:29])=[O:28])=[CH:35][CH:34]=[CH:33][CH:32]=2)[CH:7]=[C:6]([NH:8][C:9]([NH:11][C:12]2[CH:17]=[CH:16][C:15]([CH3:18])=[CH:14][CH:13]=2)=[O:10])[C:5]=1[O:19][CH2:20][CH2:21][CH3:22])/[CH:24]=[CH:25]/[CH3:26].